Dataset: Full USPTO retrosynthesis dataset with 1.9M reactions from patents (1976-2016). Task: Predict the reactants needed to synthesize the given product. (1) Given the product [CH2:7]([O:14][C:20]1[CH:21]=[C:16]([F:15])[C:17]([N+:24]([O-:26])=[O:25])=[C:18]([F:23])[CH:19]=1)[C:8]1[CH:13]=[CH:12][CH:11]=[CH:10][CH:9]=1, predict the reactants needed to synthesize it. The reactants are: C(=O)([O-])[O-].[K+].[K+].[CH2:7]([OH:14])[C:8]1[CH:13]=[CH:12][CH:11]=[CH:10][CH:9]=1.[F:15][C:16]1[CH:21]=[C:20](F)[CH:19]=[C:18]([F:23])[C:17]=1[N+:24]([O-:26])=[O:25].CCOC(C)=O.O. (2) Given the product [CH2:23]([Sn:18]([CH2:14][CH2:15][CH2:16][CH3:17])([CH2:19][CH2:20][CH2:21][CH3:22])[C:7]1[S:11][C:10]([C:12]#[N:13])=[CH:9][CH:8]=1)[CH2:24][CH2:25][CH3:26], predict the reactants needed to synthesize it. The reactants are: C([Li])CCC.Br[C:7]1[S:11][C:10]([C:12]#[N:13])=[CH:9][CH:8]=1.[CH2:14]([Sn:18](Cl)([CH2:23][CH2:24][CH2:25][CH3:26])[CH2:19][CH2:20][CH2:21][CH3:22])[CH2:15][CH2:16][CH3:17]. (3) Given the product [CH2:34]([N:22]1[CH:23]=[C:24]([C:26]2[CH:31]=[CH:30][C:29]([Cl:32])=[CH:28][C:27]=2[Cl:33])[N:25]=[C:21]1[C@@H:20]([NH:38][C:44](=[O:45])[C:43]1[CH:47]=[CH:48][CH:49]=[C:41]([F:40])[CH:42]=1)[CH2:19][C:16]1[CH:17]=[CH:18][C:13]([O:12][CH2:11][C:8]2[CH:9]=[CH:10][C:5]([C:4]([OH:3])=[O:39])=[CH:6][CH:7]=2)=[CH:14][CH:15]=1)[CH2:35][CH2:36][CH3:37], predict the reactants needed to synthesize it. The reactants are: Cl.C[O:3][C:4](=[O:39])[C:5]1[CH:10]=[CH:9][C:8]([CH2:11][O:12][C:13]2[CH:18]=[CH:17][C:16]([CH2:19][C@H:20]([NH2:38])[C:21]3[N:22]([CH2:34][CH2:35][CH2:36][CH3:37])[CH:23]=[C:24]([C:26]4[CH:31]=[CH:30][C:29]([Cl:32])=[CH:28][C:27]=4[Cl:33])[N:25]=3)=[CH:15][CH:14]=2)=[CH:7][CH:6]=1.[F:40][C:41]1[CH:42]=[C:43]([CH:47]=[CH:48][CH:49]=1)[C:44](O)=[O:45].